Dataset: Reaction yield outcomes from USPTO patents with 853,638 reactions. Task: Predict the reaction yield, written as a fraction of the theoretical maximum amount of product (1.0 means a 100% yield; for example, 0.34 means a 34% yield). The reactants are Cl[C:2]1[CH:7]=[CH:6][N:5]=[C:4]([N:8]2[C:20](=[O:21])[C:19]3[S:18][C:17]4[CH2:16][CH2:15][CH2:14][CH2:13][C:12]=4[C:11]=3[CH:10]=[N:9]2)[C:3]=1[CH:22]=[O:23].[CH3:24][N:25]1[CH:30]=[C:29](B2OC(C)(C)C(C)(C)O2)[CH:28]=[C:27]([NH:40][C:41]2[S:42][C:43]3[CH2:44][N:45]([CH3:50])[CH2:46][CH2:47][C:48]=3[N:49]=2)[C:26]1=[O:51].[O-]P([O-])([O-])=O.[K+].[K+].[K+].O.O.O.C([O-])(=O)C.[Na+]. The catalyst is O.C1C=CC(P(C2C=CC=CC=2)[C-]2C=CC=C2)=CC=1.C1C=CC(P(C2C=CC=CC=2)[C-]2C=CC=C2)=CC=1.Cl[Pd]Cl.[Fe+2].C(#N)C. The product is [CH3:24][N:25]1[C:26](=[O:51])[C:27]([NH:40][C:41]2[S:42][C:43]3[CH2:44][N:45]([CH3:50])[CH2:46][CH2:47][C:48]=3[N:49]=2)=[CH:28][C:29]([C:2]2[CH:7]=[CH:6][N:5]=[C:4]([N:8]3[C:20](=[O:21])[C:19]4[S:18][C:17]5[CH2:16][CH2:15][CH2:14][CH2:13][C:12]=5[C:11]=4[CH:10]=[N:9]3)[C:3]=2[CH:22]=[O:23])=[CH:30]1. The yield is 0.450.